This data is from Forward reaction prediction with 1.9M reactions from USPTO patents (1976-2016). The task is: Predict the product of the given reaction. (1) Given the reactants [CH3:1][C:2]1([CH2:13][N:14]2[CH2:19][CH2:18][N:17]([C:20]([O:22][CH2:23][C:24]3[CH:29]=[CH:28][C:27]([O:30][Si](C(C)(C)C)(C)C)=[CH:26][CH:25]=3)=[O:21])[CH2:16][CH2:15]2)[O:6][C:5]2=[N:7][C:8]([N+:10]([O-:12])=[O:11])=[CH:9][N:4]2[CH2:3]1.C1COCC1.[F-].C([N+](CCCC)(CCCC)CCCC)CCC, predict the reaction product. The product is: [CH3:1][C:2]1([CH2:13][N:14]2[CH2:15][CH2:16][N:17]([C:20]([O:22][CH2:23][C:24]3[CH:25]=[CH:26][C:27]([OH:30])=[CH:28][CH:29]=3)=[O:21])[CH2:18][CH2:19]2)[O:6][C:5]2=[N:7][C:8]([N+:10]([O-:12])=[O:11])=[CH:9][N:4]2[CH2:3]1. (2) Given the reactants Cl[C:2]1[C:11]2[C:6](=[CH:7][C:8]([O:15][CH3:16])=[C:9]([C:12]([NH2:14])=[O:13])[CH:10]=2)[N:5]=[CH:4][CH:3]=1.[S-2:17].[Na+].[Na+].Br[C:21]1[S:22][C:23]([N+:26]([O-:28])=[O:27])=[CH:24][CH:25]=1, predict the reaction product. The product is: [CH3:16][O:15][C:8]1[CH:7]=[C:6]2[C:11]([C:2]([S:17][C:21]3[S:22][C:23]([N+:26]([O-:28])=[O:27])=[CH:24][CH:25]=3)=[CH:3][CH:4]=[N:5]2)=[CH:10][C:9]=1[C:12]([NH2:14])=[O:13]. (3) Given the reactants [CH3:1][O:2][C:3](=[O:15])[C:4]1[CH:9]=[C:8]([NH:10][CH:11]([CH3:13])[CH3:12])[CH:7]=[C:6]([Cl:14])[CH:5]=1.C(=O)([O-])[O-].[Cs+].[Cs+].[I-].[K+].[CH2:24](Br)[C:25]1[CH:30]=[CH:29][CH:28]=[CH:27][CH:26]=1, predict the reaction product. The product is: [CH3:1][O:2][C:3](=[O:15])[C:4]1[CH:5]=[C:6]([Cl:14])[CH:7]=[C:8]([N:10]([CH2:24][C:25]2[CH:30]=[CH:29][CH:28]=[CH:27][CH:26]=2)[CH:11]([CH3:13])[CH3:12])[CH:9]=1.